From a dataset of CYP2D6 inhibition data for predicting drug metabolism from PubChem BioAssay. Regression/Classification. Given a drug SMILES string, predict its absorption, distribution, metabolism, or excretion properties. Task type varies by dataset: regression for continuous measurements (e.g., permeability, clearance, half-life) or binary classification for categorical outcomes (e.g., BBB penetration, CYP inhibition). Dataset: cyp2d6_veith. (1) The compound is CCN(CC)c1ccc(C(=O)OCc2cc(=O)oc3cc(O)ccc23)cc1. The result is 0 (non-inhibitor). (2) The molecule is CN(CCCNC(=O)C1CCN(S(=O)(=O)c2cccc3nsnc23)CC1)Cc1ccccc1. The result is 1 (inhibitor). (3) The compound is O=C(O)[C@H]1CCCN(CCC=C(c2ccccc2)c2ccccc2)C1. The result is 0 (non-inhibitor). (4) The compound is CCCCOC(=O)Nc1nc2ccccc2s1. The result is 0 (non-inhibitor). (5) The drug is CCCC[C@@H]1C[C@H]1C(NC(=O)c1cccs1)c1ccccc1C(F)(F)F. The result is 0 (non-inhibitor). (6) The compound is COC(=O)C1=C(N)Oc2cc(C)n(CC3CCCO3)c(=O)c2C1c1ccccc1OC. The result is 0 (non-inhibitor). (7) The molecule is O=C(O)CSc1cc(-c2ccccc2)nc2ccccc12. The result is 0 (non-inhibitor). (8) The drug is Cc1ccccc1NC1=C(C(=O)c2ccccc2)N(C)S(=O)(=O)c2ccccc21. The result is 0 (non-inhibitor). (9) The compound is COc1ccc(OC[C@@H](CO)OC)cc1. The result is 0 (non-inhibitor). (10) The compound is COC(=O)CSc1ccc2nnc(-c3ccc(F)cc3)n2n1. The result is 0 (non-inhibitor).